The task is: Regression. Given two drug SMILES strings and cell line genomic features, predict the synergy score measuring deviation from expected non-interaction effect.. This data is from NCI-60 drug combinations with 297,098 pairs across 59 cell lines. (1) Drug 1: CNC(=O)C1=CC=CC=C1SC2=CC3=C(C=C2)C(=NN3)C=CC4=CC=CC=N4. Drug 2: CC1=C(C=C(C=C1)C(=O)NC2=CC(=CC(=C2)C(F)(F)F)N3C=C(N=C3)C)NC4=NC=CC(=N4)C5=CN=CC=C5. Cell line: SF-268. Synergy scores: CSS=6.67, Synergy_ZIP=1.20, Synergy_Bliss=4.79, Synergy_Loewe=1.65, Synergy_HSA=1.71. (2) Drug 1: C1C(C(OC1N2C=C(C(=O)NC2=O)F)CO)O. Drug 2: CCN(CC)CCCC(C)NC1=C2C=C(C=CC2=NC3=C1C=CC(=C3)Cl)OC. Cell line: NCI/ADR-RES. Synergy scores: CSS=17.1, Synergy_ZIP=-10.2, Synergy_Bliss=-4.51, Synergy_Loewe=-4.80, Synergy_HSA=-3.36. (3) Drug 1: C1=CC(=C(C=C1I)F)NC2=C(C=CC(=C2F)F)C(=O)NOCC(CO)O. Drug 2: C1CCC(C(C1)[NH-])[NH-].C(=O)(C(=O)[O-])[O-].[Pt+4]. Cell line: NCI-H460. Synergy scores: CSS=31.8, Synergy_ZIP=-3.45, Synergy_Bliss=-4.94, Synergy_Loewe=-1.17, Synergy_HSA=-0.115. (4) Drug 1: C1CC(=O)NC(=O)C1N2CC3=C(C2=O)C=CC=C3N. Drug 2: C(=O)(N)NO. Cell line: SNB-19. Synergy scores: CSS=1.89, Synergy_ZIP=-1.70, Synergy_Bliss=-2.22, Synergy_Loewe=2.01, Synergy_HSA=-0.914. (5) Drug 1: C1=CC(=C2C(=C1NCCNCCO)C(=O)C3=C(C=CC(=C3C2=O)O)O)NCCNCCO. Drug 2: C1CCC(CC1)NC(=O)N(CCCl)N=O. Cell line: NCI-H226. Synergy scores: CSS=25.7, Synergy_ZIP=-16.5, Synergy_Bliss=-13.1, Synergy_Loewe=-24.6, Synergy_HSA=-8.98. (6) Drug 1: CC1=C(C(CCC1)(C)C)C=CC(=CC=CC(=CC(=O)O)C)C. Drug 2: CC1=C(C(=CC=C1)Cl)NC(=O)C2=CN=C(S2)NC3=CC(=NC(=N3)C)N4CCN(CC4)CCO. Cell line: SK-MEL-5. Synergy scores: CSS=-0.230, Synergy_ZIP=2.37, Synergy_Bliss=2.56, Synergy_Loewe=-4.18, Synergy_HSA=-3.16. (7) Drug 1: CC1=C(C=C(C=C1)NC(=O)C2=CC=C(C=C2)CN3CCN(CC3)C)NC4=NC=CC(=N4)C5=CN=CC=C5. Drug 2: C(=O)(N)NO. Cell line: MALME-3M. Synergy scores: CSS=1.83, Synergy_ZIP=-1.83, Synergy_Bliss=-4.24, Synergy_Loewe=-0.458, Synergy_HSA=-2.79. (8) Drug 1: COC1=CC(=CC(=C1O)OC)C2C3C(COC3=O)C(C4=CC5=C(C=C24)OCO5)OC6C(C(C7C(O6)COC(O7)C8=CC=CS8)O)O. Drug 2: CCC(=C(C1=CC=CC=C1)C2=CC=C(C=C2)OCCN(C)C)C3=CC=CC=C3.C(C(=O)O)C(CC(=O)O)(C(=O)O)O. Cell line: SF-295. Synergy scores: CSS=49.1, Synergy_ZIP=1.02, Synergy_Bliss=1.82, Synergy_Loewe=-27.7, Synergy_HSA=3.27.